From a dataset of Forward reaction prediction with 1.9M reactions from USPTO patents (1976-2016). Predict the product of the given reaction. (1) Given the reactants [F:1][C:2]1[CH:7]=[CH:6][CH:5]=[CH:4][C:3]=1[N:8]1[C:12]([CH2:13]O)=[C:11]([C:15]([N:17]([CH2:39][CH:40]([CH3:42])[CH3:41])[C@H:18]2[CH2:23][C@@H:22]([C:24]([N:26]3[CH2:31][CH2:30][O:29][CH2:28][CH2:27]3)=[O:25])[CH2:21][N:20]([C:32]([O:34][C:35]([CH3:38])([CH3:37])[CH3:36])=[O:33])[CH2:19]2)=[O:16])[N:10]=[N:9]1.C1(P(C2C=CC=CC=2)C2C=CC=CC=2)C=CC=CC=1.C(Br)(Br)(Br)[Br:63], predict the reaction product. The product is: [Br:63][CH2:13][C:12]1[N:8]([C:3]2[CH:4]=[CH:5][CH:6]=[CH:7][C:2]=2[F:1])[N:9]=[N:10][C:11]=1[C:15]([N:17]([CH2:39][CH:40]([CH3:42])[CH3:41])[C@H:18]1[CH2:23][C@@H:22]([C:24]([N:26]2[CH2:31][CH2:30][O:29][CH2:28][CH2:27]2)=[O:25])[CH2:21][N:20]([C:32]([O:34][C:35]([CH3:38])([CH3:37])[CH3:36])=[O:33])[CH2:19]1)=[O:16]. (2) Given the reactants [CH3:1][O:2][C:3]([C:5]1[C:14]2[C:9](=[C:10]([NH:15][S:16]([C:19]3[CH:24]=[CH:23][CH:22]=[CH:21][C:20]=3N)(=[O:18])=[O:17])[CH:11]=[CH:12][CH:13]=2)[N:8]=[CH:7][CH:6]=1)=[O:4].N(OC(C)(C)C)=O.CC(O)=O, predict the reaction product. The product is: [CH3:1][O:2][C:3]([C:5]1[C:14]2[C:9](=[C:10]3[C:11](=[CH:12][CH:13]=2)[C:20]2[C:19](=[CH:24][CH:23]=[CH:22][CH:21]=2)[S:16](=[O:18])(=[O:17])[NH:15]3)[N:8]=[CH:7][CH:6]=1)=[O:4]. (3) Given the reactants [CH:1]1([N:4]2[C:9](=[O:10])[CH2:8][C:7](=O)[N:6]([C:12]3[CH:17]=[CH:16][C:15]([I:18])=[CH:14][C:13]=3[F:19])[C:5]2=[O:20])[CH2:3][CH2:2]1.P(Cl)(Cl)([Cl:23])=O.CN(C)C1C=CC=CC=1, predict the reaction product. The product is: [Cl:23][C:7]1[N:6]([C:12]2[CH:17]=[CH:16][C:15]([I:18])=[CH:14][C:13]=2[F:19])[C:5](=[O:20])[N:4]([CH:1]2[CH2:3][CH2:2]2)[C:9](=[O:10])[CH:8]=1. (4) The product is: [CH2:1]([N:8]([N:50]=[O:51])[C:9](=[O:38])[CH:10]([CH:32]1[CH2:33][CH2:34][CH2:35][CH2:36][CH2:37]1)[N:11]1[C:15]2[CH:16]=[C:17]([F:21])[C:18]([F:20])=[CH:19][C:14]=2[N:13]=[C:12]1[C:22]1[C:23]([O:30][CH3:31])=[N:24][C:25]([O:28][CH3:29])=[CH:26][CH:27]=1)[C:2]1[CH:3]=[CH:4][CH:5]=[CH:6][CH:7]=1. Given the reactants [CH2:1]([NH:8][C:9](=[O:38])[CH:10]([CH:32]1[CH2:37][CH2:36][CH2:35][CH2:34][CH2:33]1)[N:11]1[C:15]2[CH:16]=[C:17]([F:21])[C:18]([F:20])=[CH:19][C:14]=2[N:13]=[C:12]1[C:22]1[C:23]([O:30][CH3:31])=[N:24][C:25]([O:28][CH3:29])=[CH:26][CH:27]=1)[C:2]1[CH:7]=[CH:6][CH:5]=[CH:4][CH:3]=1.C(O)(=O)C.C(OC(=O)C)(=O)C.[N:50]([O-])=[O:51].[Na+], predict the reaction product.